Task: Predict the reactants needed to synthesize the given product.. Dataset: Full USPTO retrosynthesis dataset with 1.9M reactions from patents (1976-2016) (1) Given the product [F:38][C:32]1[CH:33]=[C:34]([CH3:37])[CH:35]=[CH:36][C:31]=1[CH2:30][N:13]1[C:14]2=[N:15][C:16]([CH3:20])=[CH:17][CH:18]=[C:19]2[C:11]([C:7]2[N:8]=[N:9][C:10]3[C:2]([CH3:22])([CH3:1])[C:3](=[O:21])[NH:4][C:5]=3[N:6]=2)=[N:12]1, predict the reactants needed to synthesize it. The reactants are: [CH3:1][C:2]1([CH3:22])[C:10]2[N:9]=[N:8][C:7]([C:11]3[C:19]4[C:14](=[N:15][C:16]([CH3:20])=[CH:17][CH:18]=4)[NH:13][N:12]=3)=[N:6][C:5]=2[NH:4][C:3]1=[O:21].C(=O)([O-])[O-].[Cs+].[Cs+].Br[CH2:30][C:31]1[CH:36]=[CH:35][C:34]([CH3:37])=[CH:33][C:32]=1[F:38].O. (2) Given the product [Cl:37][C:38]1[C:39](/[CH:64]=[CH:14]/[C:13]2[CH:34]=[CH:35][C:10]([O:9][CH3:8])=[CH:11][C:12]=2[CH3:36])=[C:40]([C:44]2[N:49]=[C:48]([N:50]3[C:54]([C:55]([F:57])([F:58])[F:56])=[C:53]([C:59]([O:61][CH2:62][CH3:63])=[O:60])[CH:52]=[N:51]3)[CH:47]=[CH:46][CH:45]=2)[CH:41]=[CH:42][CH:43]=1, predict the reactants needed to synthesize it. The reactants are: CC(C)([O-])C.[K+].[Br-].[CH3:8][O:9][C:10]1[CH:35]=[CH:34][C:13]([CH2:14][P+](C2C=CC=CC=2)(C2C=CC=CC=2)C2C=CC=CC=2)=[C:12]([CH3:36])[CH:11]=1.[Cl:37][C:38]1[C:39]([CH:64]=O)=[C:40]([C:44]2[N:49]=[C:48]([N:50]3[C:54]([C:55]([F:58])([F:57])[F:56])=[C:53]([C:59]([O:61][CH2:62][CH3:63])=[O:60])[CH:52]=[N:51]3)[CH:47]=[CH:46][CH:45]=2)[CH:41]=[CH:42][CH:43]=1. (3) Given the product [Br:1][C:2]1[N:7]=[C:6]2[NH:8][CH:9]=[CH:10][C:5]2=[CH:4][CH:3]=1, predict the reactants needed to synthesize it. The reactants are: [Br:1][C:2]1[N:7]=[C:6]2[N:8](C(C3C=CC=CC=3)=O)[CH:9]=[CH:10][C:5]2=[CH:4][CH:3]=1. (4) Given the product [CH3:22][O:14][C:13](=[O:15])[CH2:12][C:11]1[C:2]([F:1])=[C:3]2[C:8](=[CH:9][C:10]=1[F:16])[N:7]=[CH:6][CH:5]=[CH:4]2, predict the reactants needed to synthesize it. The reactants are: [F:1][C:2]1[C:11]([CH2:12][C:13]([OH:15])=[O:14])=[C:10]([F:16])[CH:9]=[C:8]2[C:3]=1[CH:4]=[CH:5][CH:6]=[N:7]2.S(=O)(=O)(O)O.[CH3:22]O. (5) Given the product [NH2:1][C:2]1[N:6]([C:7]([CH3:8])([CH3:9])[CH3:10])[N:5]=[C:4]([CH3:11])[C:3]=1[C:12]([NH2:13])=[O:14], predict the reactants needed to synthesize it. The reactants are: [NH2:1][C:2]1[N:6]([C:7]([CH3:10])([CH3:9])[CH3:8])[N:5]=[C:4]([CH3:11])[C:3]=1[C:12]#[N:13].[OH-:14].[Na+].OO.